Predict the reactants needed to synthesize the given product. From a dataset of Full USPTO retrosynthesis dataset with 1.9M reactions from patents (1976-2016). Given the product [C:47]([C:49]1[CH:57]=[CH:56][C:52]([C:53]([NH:16][C:14]2[CH:13]=[CH:12][C:9]3[CH2:10][CH2:11][N:5]([CH:1]4[CH2:4][CH2:3][CH2:2]4)[CH2:6][CH2:7][C:8]=3[CH:15]=2)=[O:54])=[CH:51][CH:50]=1)#[N:48], predict the reactants needed to synthesize it. The reactants are: [CH:1]1([N:5]2[CH2:11][CH2:10][C:9]3[CH:12]=[CH:13][C:14]([NH2:16])=[CH:15][C:8]=3[CH2:7][CH2:6]2)[CH2:4][CH2:3][CH2:2]1.CCN(CC1C=CC=CC=1)CC.C=CC1C=CC=CC=1.C=CC1C=CC(C=C)=CC=1.[C:47]([C:49]1[CH:57]=[CH:56][C:52]([C:53](Cl)=[O:54])=[CH:51][CH:50]=1)#[N:48].